Dataset: Reaction yield outcomes from USPTO patents with 853,638 reactions. Task: Predict the reaction yield, written as a fraction of the theoretical maximum amount of product (1.0 means a 100% yield; for example, 0.34 means a 34% yield). (1) The reactants are [CH3:1][N:2]1[CH:6]=[C:5]([CH:7]=O)[CH:4]=[N:3]1.[H-].[Na+].C(OP([CH2:19][C:20]([O:22][CH2:23][CH3:24])=[O:21])(OCC)=O)C.CN(C)C=O. The catalyst is O. The product is [CH3:1][N:2]1[CH:6]=[C:5](/[CH:7]=[CH:19]/[C:20]([O:22][CH2:23][CH3:24])=[O:21])[CH:4]=[N:3]1. The yield is 0.640. (2) The reactants are [F:1][C:2]1[CH:3]=[CH:4][C:5]([O:10][C:11]2[CH:12]=[C:13]3[C:17](=[CH:18][CH:19]=2)[N:16]([CH2:20][CH:21]([CH3:23])[CH3:22])[N:15]=[CH:14]3)=[C:6]([CH:9]=1)[C:7]#[N:8].N#N.Cl. The catalyst is CO.[OH-].[OH-].[Pd+2]. The product is [F:1][C:2]1[CH:3]=[CH:4][C:5]([O:10][C:11]2[CH:12]=[C:13]3[C:17](=[CH:18][CH:19]=2)[N:16]([CH2:20][CH:21]([CH3:23])[CH3:22])[N:15]=[CH:14]3)=[C:6]([CH:9]=1)[CH2:7][NH2:8]. The yield is 0.960. (3) The yield is 1.00. The product is [F:11][C:5]1[CH:4]=[C:3]([N:12]2[CH2:17][CH2:16][N:15]([CH3:18])[CH2:14][CH2:13]2)[C:2]([F:1])=[CH:7][C:6]=1[NH2:8]. The reactants are [F:1][C:2]1[CH:7]=[C:6]([N+:8]([O-])=O)[C:5]([F:11])=[CH:4][C:3]=1[N:12]1[CH2:17][CH2:16][N:15]([CH3:18])[CH2:14][CH2:13]1. The catalyst is CO.[Pd]. (4) The reactants are N1CCCCC1.[CH3:7][O:8][C:9]1[C:53]([O:54][CH2:55][CH2:56][CH2:57][O:58][C:59]2[C:60]([O:96][CH3:97])=[CH:61][C:62]3[C:68](=[O:69])[N:67]4[CH:70]=[C:71]([C:73]5[CH:78]=[CH:77][C:76]([N:79]6[CH2:84][CH2:83][N:82]([CH3:85])[CH2:81][CH2:80]6)=[CH:75][CH:74]=5)[CH2:72][C@H:66]4[C:65](=[O:86])[N:64]([CH2:87][O:88][CH2:89][CH2:90][Si:91]([CH3:94])([CH3:93])[CH3:92])[C:63]=3[CH:95]=2)=[CH:52][C:12]2[N:13]([CH2:44][O:45][CH2:46][CH2:47][Si:48]([CH3:51])([CH3:50])[CH3:49])[C:14](=[O:43])[C@@H:15]3[CH2:21][C:20](/[CH:22]=[CH:23]/[CH2:24][NH:25]C(=O)OCC4C5C=CC=CC=5C5C4=CC=CC=5)=[CH:19][N:16]3[C:17](=[O:18])[C:11]=2[CH:10]=1. The catalyst is CN(C=O)C.C(Cl)Cl. The product is [NH2:25][CH2:24]/[CH:23]=[CH:22]/[C:20]1[CH2:21][C@H:15]2[C:14](=[O:43])[N:13]([CH2:44][O:45][CH2:46][CH2:47][Si:48]([CH3:50])([CH3:51])[CH3:49])[C:12]3[CH:52]=[C:53]([O:54][CH2:55][CH2:56][CH2:57][O:58][C:59]4[C:60]([O:96][CH3:97])=[CH:61][C:62]5[C:68](=[O:69])[N:67]6[CH:70]=[C:71]([C:73]7[CH:74]=[CH:75][C:76]([N:79]8[CH2:84][CH2:83][N:82]([CH3:85])[CH2:81][CH2:80]8)=[CH:77][CH:78]=7)[CH2:72][C@H:66]6[C:65](=[O:86])[N:64]([CH2:87][O:88][CH2:89][CH2:90][Si:91]([CH3:92])([CH3:94])[CH3:93])[C:63]=5[CH:95]=4)[C:9]([O:8][CH3:7])=[CH:10][C:11]=3[C:17](=[O:18])[N:16]2[CH:19]=1. The yield is 1.00. (5) The reactants are [CH3:1][O:2][C:3]([C:5]1[C:6]([S:14]([CH3:17])(=[O:16])=[O:15])=[N:7][S:8][C:9]=1S(C)(=O)=O)=[O:4].C[N:19](C=O)C.O. The catalyst is C1COCC1. The product is [CH3:1][O:2][C:3]([C:5]1[C:6]([S:14]([CH3:17])(=[O:16])=[O:15])=[N:7][S:8][C:9]=1[NH2:19])=[O:4]. The yield is 0.750. (6) The yield is 0.820. The product is [CH2:26]([O:25][C:17](=[O:24])[C:18]([CH2:2][CH2:3][CH2:4][CH2:5][C:6]([CH3:15])([CH3:16])[CH2:7][O:30][CH:11]1[CH2:12][CH2:13][CH2:14][CH2:9][O:10]1)([CH2:2][CH2:3][CH2:4][CH2:5][C:6]([CH3:16])([CH3:15])[CH2:7][O:8][CH:9]1[CH2:14][CH2:13][CH2:12][CH2:11][O:10]1)[C:19]([O:21][CH2:22][CH3:23])=[O:20])[CH3:27]. The catalyst is CS(C)=O.[I-].C([N+](CCCC)(CCCC)CCCC)CCC. The reactants are Br[CH2:2][CH2:3][CH2:4][CH2:5][C:6]([CH3:16])([CH3:15])[CH2:7][O:8][CH:9]1[CH2:14][CH2:13][CH2:12][CH2:11][O:10]1.[C:17]([O:25][CH2:26][CH3:27])(=[O:24])[CH2:18][C:19]([O:21][CH2:22][CH3:23])=[O:20].[H-].[Na+].[OH2:30]. (7) The reactants are [F:1][C:2]([F:27])([F:26])[S:3]([N:6]1[CH2:11][CH2:10][CH:9]([CH2:12][N:13]2[CH2:23][C:22]3[N:24]4[C:15](=[CH:16][N:17]=[C:18]4[CH:19]=[CH:20][CH:21]=3)[C:14]2=[O:25])[CH2:8][CH2:7]1)(=[O:5])=[O:4].[ClH:28]. The catalyst is C(O)C. The product is [ClH:28].[F:27][C:2]([F:1])([F:26])[S:3]([N:6]1[CH2:11][CH2:10][CH:9]([CH2:12][N:13]2[CH2:23][C:22]3[N:24]4[C:15](=[CH:16][N:17]=[C:18]4[CH:19]=[CH:20][CH:21]=3)[C:14]2=[O:25])[CH2:8][CH2:7]1)(=[O:4])=[O:5]. The yield is 0.800.